From a dataset of Drug-target binding data from BindingDB using Ki measurements. Regression. Given a target protein amino acid sequence and a drug SMILES string, predict the binding affinity score between them. We predict pKi (pKi = -log10(Ki in M); higher means stronger inhibition). Dataset: bindingdb_ki. (1) The drug is CCC(C)[C@H](NC(=O)CNC(=O)[C@@H](N)CC(=O)O)C(=O)N[C@@H](Cc1ccccc1)C(=O)N[C@H](C(=O)N[C@@H](CC(=O)O)C(=O)N[C@@H](CO)C(=O)N[C@@H](Cc1ccc(O)cc1)C(=O)N[C@@H](CO)C(=O)N[C@@H](CCCN=C(N)N)C(=O)N[C@@H](Cc1ccc(O)cc1)C(=O)N[C@@H](CCCN=C(N)N)C(=O)N[C@@H](CCCCN)C(=O)N[C@@H](CCC(N)=O)C(=O)N[C@@H](CCSC)C(=O)N[C@@H](C)C(=O)N[C@H](C(=O)N[C@@H](CCCCN)C(=O)N[C@@H](CCCCN)C(=O)N[C@@H](Cc1ccc(O)cc1)C(=O)N[C@@H](CC(C)C)C(=O)N[C@@H](C)C(=O)N[C@@H](C)C(=O)N[C@H](C(=O)N[C@@H](CC(C)C)C(=O)NCC(=O)N[C@@H](CCCCN)C(=O)N[C@@H](CCCN=C(N)N)C(=O)N[C@@H](Cc1ccc(O)cc1)C(=O)N[C@@H](CCCCN)C(=O)N[C@@H](CCC(N)=O)C(=O)N[C@@H](CCCN=C(N)N)C(=O)N[C@H](C(=O)N[C@@H](CCCCN)C(=O)N[C@@H](CC(N)=O)C(=O)N[C@@H](CCCCN)C(N)=O)C(C)C)C(C)C)C(C)C)[C@@H](C)O. The target protein (P13589) has sequence MTMCSGARLALLVYGIIMHNSVSCSPAAGLSFPGIRPEEEAYDQDGNPLQDFYDWDPPGAGSPASALRDAYALYYPADRRDVAHEILNEAYRKVLDQLSARKYLQSMVARGMGENLAAAAVDDRAPLTKRHSDGIFTDSYSRYRKQMAVKKYLAAVLGKRYKQRVKNKGRRIAYL. The pKi is 6.5. (2) The pKi is 5.0. The target protein (P16638) has sequence MSAKAISEQTGKELLYKYICTTSAIQNRFKYARVTPDTDWAHLLQDHPWLLSQSLVVKPDQLIKRRGKLGLVGVNLSLDGVKSWLKPRLGHEATVGKAKGFLKNFLIEPFVPHSQAEEFYVCIYATREGDYVLFHHEGGVDVGDVDTKAQKLLVGVDEKLNAEDIKRHLLVHAPEDKKEILASFISGLFNFYEDLYFTYLEINPLVVTKDGVYILDLAAKVDATADYICKVKWGDIEFPPPFGREAYPEEAYIADLDAKSGASLKLTLLNPKGRIWTMVAGGGASVVYSDTICDLGGVNELANYGEYSGAPSEQQTYDYAKTILSLMTREKHPDGKILIIGGSIANFTNVAATFKGIVRAIRDYQGSLKEHEVTIFVRRGGPNYQEGLRVMGEVGKTTGIPIHVFGTETHMTAIVGMAWAPAIPNQPPTAAHTANFLLNASGSTSTPAPSRTASFSESRADEVAPAKKAKPAMPQDSVPSPRSLQGKSATLFSRHTKAIV.... The drug is O=C(O)CC(O)(CSCCCCCCc1c(Cl)cc(Cl)cc1-c1ccccc1)C(=O)O.